Predict which catalyst facilitates the given reaction. From a dataset of Catalyst prediction with 721,799 reactions and 888 catalyst types from USPTO. (1) Product: [CH2:12]([N:10]1[CH2:9][CH2:8][CH:7]([NH:6][C:5](=[O:42])[CH2:18][NH:15][C:28]([C:24]2[C:23]([CH3:31])=[C:22]([CH:20]=[O:21])[NH:26][C:25]=2[CH3:27])=[O:30])[CH2:11]1)[C:36]1[CH:41]=[CH:40][CH:39]=[CH:38][CH:37]=1. Reactant: Cl.C(N=[C:5]=[N:6][CH2:7][CH2:8][CH2:9][N:10]([CH3:12])[CH3:11])C.C([N:15]([CH2:18]C)CC)C.[CH:20]([C:22]1[NH:26][C:25]([CH3:27])=[C:24]([C:28]([OH:30])=O)[C:23]=1[CH3:31])=[O:21].ON1[C:37]2[CH:38]=[CH:39][CH:40]=[CH:41][C:36]=2N=N1.[OH2:42]. The catalyst class is: 3. (2) Reactant: [CH2:1]([C:8]1[C:9](=[O:18])[NH:10][C:11]([CH2:15][CH2:16][CH3:17])=[N:12][C:13]=1[CH3:14])[C:2]1[CH:7]=[CH:6][CH:5]=[CH:4][CH:3]=1.Br[CH2:20][C:21]1[CH:26]=[CH:25][C:24]([C:27]2[C:28]([C:33]#[N:34])=[CH:29][CH:30]=[CH:31][CH:32]=2)=[CH:23][CH:22]=1.[H-].[Na+].C(OCC)(=O)C. Product: [CH2:1]([C:8]1[C:9](=[O:18])[N:10]([CH2:20][C:21]2[CH:22]=[CH:23][C:24]([C:27]3[C:28]([C:33]#[N:34])=[CH:29][CH:30]=[CH:31][CH:32]=3)=[CH:25][CH:26]=2)[C:11]([CH2:15][CH2:16][CH3:17])=[N:12][C:13]=1[CH3:14])[C:2]1[CH:7]=[CH:6][CH:5]=[CH:4][CH:3]=1. The catalyst class is: 35. (3) Reactant: [CH2:1]([Li])CCC.C(NC(C)C)(C)C.C1COCC1.[Br:18][C:19]1[CH:28]=[C:27]2[C:22]([CH2:23][CH2:24][CH2:25][C:26]2=[O:29])=[CH:21][CH:20]=1.IC. Product: [Br:18][C:19]1[CH:28]=[C:27]2[C:22]([CH2:23][CH2:24][CH:25]([CH3:1])[C:26]2=[O:29])=[CH:21][CH:20]=1. The catalyst class is: 81. (4) Reactant: C1(P(C2CCCCC2)C2C=CC=CC=2C2C(C(C)C)=CC(C(C)C)=CC=2C(C)C)CCCCC1.C([Sn]([C:48]#[N:49])(CCCC)CCCC)CCC.Cl[C:51]1[CH:56]=[C:55]([N:57]2[CH2:62][CH2:61][O:60][CH2:59][CH2:58]2)[N:54]=[C:53]([NH:63][C:64]2[C:73]3[C:68](=[CH:69][C:70]([F:75])=[CH:71][C:72]=3[F:74])[N:67]=[C:66]([C:76]3[CH:81]=[C:80]([CH3:82])[CH:79]=[CH:78][N:77]=3)[C:65]=2[CH3:83])[CH:52]=1.CN1CCCC1=O. Product: [F:74][C:72]1[CH:71]=[C:70]([F:75])[CH:69]=[C:68]2[C:73]=1[C:64]([NH:63][C:53]1[CH:52]=[C:51]([CH:56]=[C:55]([N:57]3[CH2:62][CH2:61][O:60][CH2:59][CH2:58]3)[N:54]=1)[C:48]#[N:49])=[C:65]([CH3:83])[C:66]([C:76]1[CH:81]=[C:80]([CH3:82])[CH:79]=[CH:78][N:77]=1)=[N:67]2. The catalyst class is: 110. (5) Reactant: CC([N:5]([CH2:9][CH2:10][NH:11][S:12]([C:15]1[CH:20]=[CH:19][C:18]([C:21]2[CH:26]=[CH:25][C:24]([O:27][CH2:28][CH:29]3[CH2:34][CH2:33][N:32]([C:35]4[O:39][N:38]=[C:37]([CH:40]([CH3:42])[CH3:41])[N:36]=4)[CH2:31][CH2:30]3)=[CH:23][CH:22]=2)=[CH:17][CH:16]=1)(=[O:14])=[O:13])C(=O)[O-])(C)C.[C:43]([OH:49])([C:45]([F:48])([F:47])[F:46])=[O:44]. Product: [C:43]([OH:49])([C:45]([F:48])([F:47])[F:46])=[O:44].[F:46][C:45]([F:48])([F:47])[C:43]([OH:49])=[O:44].[NH2:5][CH2:9][CH2:10][NH:11][S:12]([C:15]1[CH:20]=[CH:19][C:18]([C:21]2[CH:22]=[CH:23][C:24]([O:27][CH2:28][CH:29]3[CH2:30][CH2:31][N:32]([C:35]4[O:39][N:38]=[C:37]([CH:40]([CH3:42])[CH3:41])[N:36]=4)[CH2:33][CH2:34]3)=[CH:25][CH:26]=2)=[CH:17][CH:16]=1)(=[O:13])=[O:14]. The catalyst class is: 2.